Regression/Classification. Given a drug SMILES string, predict its absorption, distribution, metabolism, or excretion properties. Task type varies by dataset: regression for continuous measurements (e.g., permeability, clearance, half-life) or binary classification for categorical outcomes (e.g., BBB penetration, CYP inhibition). For this dataset (solubility_aqsoldb), we predict Y. From a dataset of Aqueous solubility values for 9,982 compounds from the AqSolDB database. (1) The molecule is CN(C(=O)COC(=O)c1ccccc1)C1CCCCC1. The Y is -3.29 log mol/L. (2) The compound is COC1=CCC2=C(CCC3C2CCC2(C)C3CCC2(O)C#N)C1. The Y is -5.68 log mol/L. (3) The compound is Clc1ccc(Oc2ccc(Cl)cc2)cc1. The Y is -4.80 log mol/L. (4) The compound is CCCSP(=S)(OCC)Oc1ccc(Cl)cc1Cl. The Y is -6.69 log mol/L. (5) The compound is FCCl. The Y is -0.820 log mol/L.